From a dataset of Full USPTO retrosynthesis dataset with 1.9M reactions from patents (1976-2016). Predict the reactants needed to synthesize the given product. (1) The reactants are: [N:1]12[CH2:9][CH2:8][CH:5]([CH2:6][CH2:7]1)[N:4]([C:10]([C:12]1[O:16][C:15]([C:17]3[CH:22]=[CH:21][C:20]([NH:23][C:24]([NH:26][C:27]4[CH:32]=[CH:31][CH:30]=[CH:29][C:28]=4[N+:33]([O-])=O)=[O:25])=[CH:19][CH:18]=3)=[CH:14][CH:13]=1)=[O:11])[CH2:3][CH2:2]2. Given the product [N:1]12[CH2:7][CH2:6][CH:5]([CH2:8][CH2:9]1)[N:4]([C:10]([C:12]1[O:16][C:15]([C:17]3[CH:18]=[CH:19][C:20]([NH:23][C:24]([NH:26][C:27]4[CH:32]=[CH:31][CH:30]=[CH:29][C:28]=4[NH2:33])=[O:25])=[CH:21][CH:22]=3)=[CH:14][CH:13]=1)=[O:11])[CH2:3][CH2:2]2, predict the reactants needed to synthesize it. (2) The reactants are: C([O:3][C:4](=[O:17])[CH:5]([C:7]1[CH:8]=[CH:9][C:10]2[O:14][C:13](=[S:15])[NH:12][C:11]=2[CH:16]=1)[CH3:6])C.[OH-].[Na+].C(O)(=O)C. Given the product [S:15]=[C:13]1[NH:12][C:11]2[CH:16]=[C:7]([CH:5]([CH3:6])[C:4]([OH:17])=[O:3])[CH:8]=[CH:9][C:10]=2[O:14]1, predict the reactants needed to synthesize it.